From a dataset of Reaction yield outcomes from USPTO patents with 853,638 reactions. Predict the reaction yield, written as a fraction of the theoretical maximum amount of product (1.0 means a 100% yield; for example, 0.34 means a 34% yield). The reactants are [Li]CCCC.[F:6][C:7]([F:16])([F:15])[C:8]1[CH:13]=[CH:12][CH:11]=[CH:10][C:9]=1[Cl:14].CN([CH:20]=[O:21])C.O. The catalyst is C1COCC1. The product is [Cl:14][C:9]1[C:8]([C:7]([F:6])([F:15])[F:16])=[CH:13][CH:12]=[CH:11][C:10]=1[CH:20]=[O:21]. The yield is 0.650.